Dataset: Reaction yield outcomes from USPTO patents with 853,638 reactions. Task: Predict the reaction yield, written as a fraction of the theoretical maximum amount of product (1.0 means a 100% yield; for example, 0.34 means a 34% yield). (1) The reactants are [OH:1][N:2]=[C:3](Cl)[C:4]1[CH:9]=[CH:8][C:7]([C:10]([F:13])([F:12])[F:11])=[CH:6][CH:5]=1.[CH2:15]([OH:20])[CH2:16][CH2:17][C:18]#[CH:19].C(N(CC)CC)C.Cl. The catalyst is O1CCCC1. The product is [F:11][C:10]([F:13])([F:12])[C:7]1[CH:8]=[CH:9][C:4]([C:3]2[CH:19]=[C:18]([CH2:17][CH2:16][CH2:15][OH:20])[O:1][N:2]=2)=[CH:5][CH:6]=1. The yield is 0.800. (2) The reactants are [CH3:1][N:2]1[C:10]2[C:5](=[CH:6][CH:7]=[CH:8][CH:9]=2)[CH:4]=[C:3]1[CH2:11][NH:12][CH3:13].CCN(CC)CC.[C:21](Cl)(=[O:24])[CH:22]=[CH2:23]. The catalyst is C(Cl)Cl. The product is [CH3:13][N:12]([CH2:11][C:3]1[N:2]([CH3:1])[C:10]2[C:5]([CH:4]=1)=[CH:6][CH:7]=[CH:8][CH:9]=2)[C:21](=[O:24])[CH:22]=[CH2:23]. The yield is 0.910. (3) The reactants are [C:1]1([CH:7](O)[CH2:8][CH3:9])[CH:6]=[CH:5][CH:4]=[CH:3][CH:2]=1.C(N(C(C)C)C(C)C)C.CS([Cl:24])(=O)=O. The catalyst is ClCCl.C(=O)(O)[O-].[Na+]. The product is [Cl:24][CH:7]([C:1]1[CH:6]=[CH:5][CH:4]=[CH:3][CH:2]=1)[CH2:8][CH3:9]. The yield is 0.540. (4) The reactants are [C:1]([Si:5]([CH3:24])([CH3:23])[O:6][CH2:7][CH2:8][O:9][C:10]1[C:14]([CH3:15])=[C:13]([NH2:16])[N:12]([C:17]2[CH:22]=[CH:21][CH:20]=[CH:19][CH:18]=2)[N:11]=1)([CH3:4])([CH3:3])[CH3:2].C1(C2C=CC([CH2:34][O:35]C)=CC=2CN)CC1.[CH3:39][O:40][CH2:41][C:42]1[CH:43]=[CH:44][C:45]([O:50][C:51]([F:54])([F:53])[F:52])=[C:46]([CH2:48][NH2:49])[CH:47]=1. No catalyst specified. The product is [Si:5]([O:6][CH2:7][CH2:8][O:9][C:10]1[C:14]([CH3:15])=[C:13]([NH:16][C:34]([NH:49][CH2:48][C:46]2[CH:47]=[C:42]([CH2:41][O:40][CH3:39])[CH:43]=[CH:44][C:45]=2[O:50][C:51]([F:52])([F:53])[F:54])=[O:35])[N:12]([C:17]2[CH:22]=[CH:21][CH:20]=[CH:19][CH:18]=2)[N:11]=1)([C:1]([CH3:2])([CH3:4])[CH3:3])([CH3:24])[CH3:23]. The yield is 0.440. (5) The reactants are [CH3:1][O:2][CH2:3][CH2:4][O:5][CH2:6][C:7]([C:10]1[CH:15]=[CH:14][C:13]([N+:16]([O-])=O)=[CH:12][CH:11]=1)([CH3:9])[CH3:8]. The catalyst is CO.[Ni]. The product is [CH3:1][O:2][CH2:3][CH2:4][O:5][CH2:6][C:7]([C:10]1[CH:15]=[CH:14][C:13]([NH2:16])=[CH:12][CH:11]=1)([CH3:9])[CH3:8]. The yield is 0.770. (6) The reactants are C(O[C:4]1[C:11](C)=[CH:10][C:7]([CH:8]=O)=[C:6]([OH:13])[CH:5]=1)C.[C:14]([O-:17])(=[O:16])C.[Na+].C(O)(=O)C.[N+:23](CC)([O-])=O. No catalyst specified. The product is [OH:13][C:6]1[CH:5]=[CH:4][C:11]([O:16][CH2:14][OH:17])=[CH:10][C:7]=1[C:8]#[N:23]. The yield is 0.610. (7) The reactants are Br[C:2]1[CH:11]=[C:10]2[C:5]([C:6](Cl)=[C:7]([CH2:12][CH2:13][Cl:14])[N:8]=[N:9]2)=[CH:4][CH:3]=1.[C:16]([C:18]1[CH:23]=[CH:22][C:21](B(O)O)=[CH:20][CH:19]=1)#[N:17].C([O-])([O-])=O.[Na+].[Na+].N. The catalyst is C(O)(C)C.C1(C)C=CC=CC=1.O.Cl[Pd](Cl)([P](C1C=CC=CC=1)(C1C=CC=CC=1)C1C=CC=CC=1)[P](C1C=CC=CC=1)(C1C=CC=CC=1)C1C=CC=CC=1. The product is [Cl:14][CH2:13][CH2:12][C:7]1[N:8]=[N:9][C:10]2[C:5]([CH:6]=1)=[CH:4][CH:3]=[C:2]([C:21]1[CH:22]=[CH:23][C:18]([C:16]#[N:17])=[CH:19][CH:20]=1)[CH:11]=2. The yield is 0.500.